This data is from Reaction yield outcomes from USPTO patents with 853,638 reactions. The task is: Predict the reaction yield, written as a fraction of the theoretical maximum amount of product (1.0 means a 100% yield; for example, 0.34 means a 34% yield). (1) The reactants are [OH:1][C:2]([CH3:35])([CH3:34])[CH2:3][C@@:4]1([C:28]2[CH:33]=[CH:32][CH:31]=[CH:30][CH:29]=2)[O:9][C:8](=[O:10])[N:7]([C@H:11]([C:13]2[CH:18]=[CH:17][C:16](B3OC(C)(C)C(C)(C)O3)=[CH:15][CH:14]=2)[CH3:12])[CH2:6][CH2:5]1.Cl[C:37]1[N:42]=[CH:41][C:40]([C:43]2([C:46]#[N:47])[CH2:45][CH2:44]2)=[CH:39][CH:38]=1. No catalyst specified. The product is [OH:1][C:2]([CH3:34])([CH3:35])[CH2:3][C@@:4]1([C:28]2[CH:33]=[CH:32][CH:31]=[CH:30][CH:29]=2)[O:9][C:8](=[O:10])[N:7]([C@H:11]([C:13]2[CH:14]=[CH:15][C:16]([C:37]3[N:42]=[CH:41][C:40]([C:43]4([C:46]#[N:47])[CH2:45][CH2:44]4)=[CH:39][CH:38]=3)=[CH:17][CH:18]=2)[CH3:12])[CH2:6][CH2:5]1. The yield is 0.480. (2) The reactants are BrC1C=CC(O)=C(C2C=[CH:16][C:15]3[C:10](=[CH:11][CH:12]=[C:13]([C:18]4[N:22]([CH:23]5[CH2:28][CH2:27][CH2:26][CH2:25][CH2:24]5)[C:21]5[CH:29]=[CH:30][C:31]([C:33]([OH:35])=[O:34])=[CH:32][C:20]=5[N:19]=4)[CH:14]=3)[N:9]=2)C=1.C(OC(C1C=CC2N(C3CCCCC3)C(C3C=CC(N)=C(C=O)C=3)=NC=2C=1)=O)C.[CH2:66]([O:73][C:74]1[CH:75]=[CH:76][C:77]2[O:81][C:80]([CH3:82])=[C:79]([C:83](=O)[CH3:84])[C:78]=2[CH:86]=1)[C:67]1[CH:72]=[CH:71][CH:70]=[CH:69][CH:68]=1.[OH-].[K+]. The catalyst is C(O)C. The product is [CH2:66]([O:73][C:74]1[CH:75]=[CH:76][C:77]2[O:81][C:80]([CH3:82])=[C:79]([C:83]3[CH:84]=[CH:16][C:15]4[C:10](=[CH:11][CH:12]=[C:13]([C:18]5[N:22]([CH:23]6[CH2:24][CH2:25][CH2:26][CH2:27][CH2:28]6)[C:21]6[CH:29]=[CH:30][C:31]([C:33]([OH:35])=[O:34])=[CH:32][C:20]=6[N:19]=5)[CH:14]=4)[N:9]=3)[C:78]=2[CH:86]=1)[C:67]1[CH:72]=[CH:71][CH:70]=[CH:69][CH:68]=1. The yield is 0.490. (3) The reactants are [Cl:1][C:2]1[CH:3]=[C:4]([C:9](=O)[C:10]([OH:12])=O)[CH:5]=[C:6]([Cl:8])[CH:7]=1.S(=O)(=O)(O)O.[NH:19]([C:21]([S:23][CH3:24])=[NH:22])[NH2:20]. The catalyst is C(O)C. The product is [Cl:1][C:2]1[CH:3]=[C:4]([C:9]2[N:20]=[N:19][C:21]([S:23][CH3:24])=[N:22][C:10]=2[OH:12])[CH:5]=[C:6]([Cl:8])[CH:7]=1. The yield is 0.460. (4) The reactants are [CH:1](OC)=[O:2].[CH3:5][O:6][C:7]1[CH:16]=[C:15]([O:17][CH3:18])[CH:14]=[C:13]2[C:8]=1[C:9](=[O:31])[NH:10][C:11]([C:19]1[CH:24]=[CH:23][C:22]([N:25]3[CH2:30][CH2:29][NH:28][CH2:27][CH2:26]3)=[CH:21][CH:20]=1)=[N:12]2. No catalyst specified. The product is [CH3:5][O:6][C:7]1[CH:16]=[C:15]([O:17][CH3:18])[CH:14]=[C:13]2[C:8]=1[C:9](=[O:31])[NH:10][C:11]([C:19]1[CH:24]=[CH:23][C:22]([N:25]3[CH2:26][CH2:27][N:28]([CH:1]=[O:2])[CH2:29][CH2:30]3)=[CH:21][CH:20]=1)=[N:12]2. The yield is 0.990.